Dataset: Full USPTO retrosynthesis dataset with 1.9M reactions from patents (1976-2016). Task: Predict the reactants needed to synthesize the given product. (1) Given the product [Br:2][C:3]1[C:26]([F:27])=[CH:25][C:6]2[O:7][C:8]3[CH:24]=[CH:23][CH:22]=[CH:21][C:9]=3[C@H:10]3[C@H:15]([NH2:16])[CH2:14][CH2:13][CH2:12][N:11]3[C:5]=2[CH:4]=1, predict the reactants needed to synthesize it. The reactants are: Br.[Br:2][C:3]1[C:26]([F:27])=[CH:25][C:6]2[O:7][C:8]3[CH:24]=[CH:23][CH:22]=[CH:21][C:9]=3[C@H:10]3[C@H:15]([NH:16]C(=O)OC)[CH2:14][CH2:13][CH2:12][N:11]3[C:5]=2[CH:4]=1.[OH-].[Na+]. (2) Given the product [C:27]([O:26][C:24](=[O:31])[NH:25][C:2]1[CH:7]=[CH:6][CH:5]=[C:4]([C:8]2[N:9]=[CH:10][N:11]([CH3:23])[C:12]=2[C:13]2[S:22][C:16]3[N:17]=[CH:18][N:19]=[C:20]([NH2:21])[C:15]=3[CH:14]=2)[CH:3]=1)([CH3:30])([CH3:29])[CH3:28], predict the reactants needed to synthesize it. The reactants are: I[C:2]1[CH:3]=[C:4]([C:8]2[N:9]=[CH:10][N:11]([CH3:23])[C:12]=2[C:13]2[S:22][C:16]3[N:17]=[CH:18][N:19]=[C:20]([NH2:21])[C:15]=3[CH:14]=2)[CH:5]=[CH:6][CH:7]=1.[C:24](=[O:31])([O:26][C:27]([CH3:30])([CH3:29])[CH3:28])[NH2:25].CNCCNC.P([O-])([O-])([O-])=O.[K+].[K+].[K+].